This data is from Catalyst prediction with 721,799 reactions and 888 catalyst types from USPTO. The task is: Predict which catalyst facilitates the given reaction. (1) Product: [CH2:33]([N:15]([CH2:14][CH:11]1[CH2:10][CH2:9][NH:8][CH2:13][CH2:12]1)[CH:16]1[CH2:17][C:18]2[CH:19]=[C:20]([NH:26][C:27](=[O:32])[C:28]([F:29])([F:30])[F:31])[CH:21]=[CH:22][C:23]=2[CH2:24][CH2:25]1)[CH3:34]. Reactant: C(OC([N:8]1[CH2:13][CH2:12][CH:11]([CH2:14][N:15]([CH2:33][CH3:34])[CH:16]2[CH2:25][CH2:24][C:23]3[C:18](=[CH:19][C:20]([NH:26][C:27](=[O:32])[C:28]([F:31])([F:30])[F:29])=[CH:21][CH:22]=3)[CH2:17]2)[CH2:10][CH2:9]1)=O)(C)(C)C.FC(F)(F)C(O)=O. The catalyst class is: 2. (2) Reactant: [Cl:1][C:2]1[CH:3]=[C:4]([CH:7]=[C:8]([O:10][C:11]2[C:16]([F:17])=[C:15]([CH2:18]Br)[CH:14]=[C:13]([Br:20])[C:12]=2[Br:21])[CH:9]=1)[C:5]#[N:6].[NH3:22].CO. Product: [NH2:22][CH2:18][C:15]1[C:16]([F:17])=[C:11]([O:10][C:8]2[CH:7]=[C:4]([CH:3]=[C:2]([Cl:1])[CH:9]=2)[C:5]#[N:6])[C:12]([Br:21])=[C:13]([Br:20])[CH:14]=1. The catalyst class is: 4. (3) Reactant: C([NH:8][C:9]1([C:13]([OH:15])=[O:14])[CH2:12][O:11][CH2:10]1)C1C=CC=CC=1.O1CC(=O)C1.[H][H].[CH3:35][C:34]([O:33][C:31](O[C:31]([O:33][C:34]([CH3:37])([CH3:36])[CH3:35])=[O:32])=[O:32])([CH3:37])[CH3:36].C(N(CC)CC)C. Product: [C:34]([O:33][C:31]([NH:8][C:9]1([C:13]([OH:15])=[O:14])[CH2:12][O:11][CH2:10]1)=[O:32])([CH3:35])([CH3:36])[CH3:37]. The catalyst class is: 293.